This data is from Catalyst prediction with 721,799 reactions and 888 catalyst types from USPTO. The task is: Predict which catalyst facilitates the given reaction. (1) Reactant: [Cl:1][C:2]1[C:3]([C:15]2[C:23]3[C:18](=[CH:19][CH:20]=[CH:21][CH:22]=3)[N:17]([S:24]([C:27]3[CH:32]=[CH:31][CH:30]=[CH:29][CH:28]=3)(=[O:26])=[O:25])[CH:16]=2)=[N:4][C:5]([NH:8][CH:9]2[CH2:14][CH2:13][NH:12][CH2:11][CH2:10]2)=[N:6][CH:7]=1.[N+:33]([C:36]1[CH:44]=[CH:43][C:39]([C:40](O)=[O:41])=[C:38]([F:45])[CH:37]=1)([O-:35])=[O:34].CN(C(ON1N=NC2C=CC=CC1=2)=[N+](C)C)C.F[P-](F)(F)(F)(F)F.CCN(C(C)C)C(C)C. Product: [Cl:1][C:2]1[C:3]([C:15]2[C:23]3[C:18](=[CH:19][CH:20]=[CH:21][CH:22]=3)[N:17]([S:24]([C:27]3[CH:32]=[CH:31][CH:30]=[CH:29][CH:28]=3)(=[O:26])=[O:25])[CH:16]=2)=[N:4][C:5]([NH:8][CH:9]2[CH2:10][CH2:11][N:12]([C:40]([C:39]3[CH:43]=[CH:44][C:36]([N+:33]([O-:35])=[O:34])=[CH:37][C:38]=3[F:45])=[O:41])[CH2:13][CH2:14]2)=[N:6][CH:7]=1. The catalyst class is: 2. (2) Reactant: [Br:1][C:2]1[C:3]([CH3:24])=[C:4]([C:20](F)=[CH:21][CH:22]=1)[C:5]([N:7]([CH2:17][CH2:18][OH:19])[CH2:8][C:9]1[CH:14]=[CH:13][C:12]([O:15][CH3:16])=[CH:11][CH:10]=1)=[O:6]. Product: [Br:1][C:2]1[CH:22]=[CH:21][C:20]2[O:19][CH2:18][CH2:17][N:7]([CH2:8][C:9]3[CH:14]=[CH:13][C:12]([O:15][CH3:16])=[CH:11][CH:10]=3)[C:5](=[O:6])[C:4]=2[C:3]=1[CH3:24]. The catalyst class is: 163. (3) Reactant: [O:1]([C:3]1[CH:4]=[CH:5][C:6]2[N:10]=[N:9][NH:8][C:7]=2[CH:11]=1)[CH3:2].[OH-].[Na+].[Cl:14][CH2:15][CH2:16][CH2:17]Br. Product: [Cl:14][CH2:15][CH2:16][CH2:17][N:8]1[C:7]2[CH:11]=[C:3]([O:1][CH3:2])[CH:4]=[CH:5][C:6]=2[N:10]=[N:9]1. The catalyst class is: 689.